The task is: Predict the reactants needed to synthesize the given product.. This data is from Full USPTO retrosynthesis dataset with 1.9M reactions from patents (1976-2016). (1) The reactants are: [O:1]=[C:2]1[CH2:6][CH2:5][CH2:4][N:3]1[C:7]([O:9][C:10]([CH3:13])([CH3:12])[CH3:11])=[O:8].C([N-]C(C)C)(C)C.[Li+].[Br:22][C:23]([CH2:25]Br)=[CH2:24]. Given the product [Br:22][C:23](=[CH2:24])[CH2:25][CH:6]1[CH2:5][CH2:4][N:3]([C:7]([O:9][C:10]([CH3:13])([CH3:12])[CH3:11])=[O:8])[C:2]1=[O:1], predict the reactants needed to synthesize it. (2) Given the product [N:37]1([CH2:36][CH2:35][NH:34][C:24]([C:19]2[NH:20][C:21]3[C:17]([C:18]=2[C:27]2[CH:32]=[CH:31][CH:30]=[C:29]([CH3:33])[CH:28]=2)=[CH:16][C:15]([NH:14][S:11]([C:8]2[CH:7]=[CH:6][C:5]([C:1]([CH3:3])([CH3:4])[CH3:2])=[CH:10][CH:9]=2)(=[O:12])=[O:13])=[CH:23][CH:22]=3)=[O:25])[CH2:42][CH2:41][O:40][CH2:39][CH2:38]1, predict the reactants needed to synthesize it. The reactants are: [C:1]([C:5]1[CH:10]=[CH:9][C:8]([S:11]([NH:14][C:15]2[CH:16]=[C:17]3[C:21](=[CH:22][CH:23]=2)[NH:20][C:19]([C:24](O)=[O:25])=[C:18]3[C:27]2[CH:32]=[CH:31][CH:30]=[C:29]([CH3:33])[CH:28]=2)(=[O:13])=[O:12])=[CH:7][CH:6]=1)([CH3:4])([CH3:3])[CH3:2].[NH2:34][CH2:35][CH2:36][N:37]1[CH2:42][CH2:41][O:40][CH2:39][CH2:38]1. (3) Given the product [C:13]([O:17][C:18]([NH:20][CH2:21]/[C:22](/[F:26])=[CH:23]\[CH2:24][C:6]1[CH:7]=[CH:8][CH:9]=[C:4]([CH2:3][O:2][CH3:1])[CH:5]=1)=[O:19])([CH3:16])([CH3:15])[CH3:14], predict the reactants needed to synthesize it. The reactants are: [CH3:1][O:2][CH2:3][C:4]1[CH:5]=[C:6](B(O)O)[CH:7]=[CH:8][CH:9]=1.[C:13]([O:17][C:18]([NH:20][CH2:21]/[C:22](/[F:26])=[CH:23]\[CH2:24]Br)=[O:19])([CH3:16])([CH3:15])[CH3:14].C([O-])([O-])=O.[K+].[K+].CCOC(C)=O.